Dataset: NCI-60 drug combinations with 297,098 pairs across 59 cell lines. Task: Regression. Given two drug SMILES strings and cell line genomic features, predict the synergy score measuring deviation from expected non-interaction effect. (1) Drug 1: C1=C(C(=O)NC(=O)N1)N(CCCl)CCCl. Drug 2: C1CCC(C(C1)N)N.C(=O)(C(=O)[O-])[O-].[Pt+4]. Cell line: COLO 205. Synergy scores: CSS=51.0, Synergy_ZIP=1.31, Synergy_Bliss=3.79, Synergy_Loewe=5.65, Synergy_HSA=8.55. (2) Drug 1: CCC1=CC2CC(C3=C(CN(C2)C1)C4=CC=CC=C4N3)(C5=C(C=C6C(=C5)C78CCN9C7C(C=CC9)(C(C(C8N6C)(C(=O)OC)O)OC(=O)C)CC)OC)C(=O)OC.C(C(C(=O)O)O)(C(=O)O)O. Drug 2: CN1C(=O)N2C=NC(=C2N=N1)C(=O)N. Cell line: CAKI-1. Synergy scores: CSS=42.0, Synergy_ZIP=0.447, Synergy_Bliss=-0.629, Synergy_Loewe=-56.9, Synergy_HSA=-1.61. (3) Drug 1: CC12CCC3C(C1CCC2O)C(CC4=C3C=CC(=C4)O)CCCCCCCCCS(=O)CCCC(C(F)(F)F)(F)F. Drug 2: N.N.Cl[Pt+2]Cl. Cell line: NCI-H460. Synergy scores: CSS=49.6, Synergy_ZIP=-1.01, Synergy_Bliss=-3.07, Synergy_Loewe=-3.90, Synergy_HSA=-0.638. (4) Drug 1: CCC1=CC2CC(C3=C(CN(C2)C1)C4=CC=CC=C4N3)(C5=C(C=C6C(=C5)C78CCN9C7C(C=CC9)(C(C(C8N6C)(C(=O)OC)O)OC(=O)C)CC)OC)C(=O)OC.C(C(C(=O)O)O)(C(=O)O)O. Drug 2: C1=CC=C(C=C1)NC(=O)CCCCCCC(=O)NO. Cell line: 786-0. Synergy scores: CSS=32.4, Synergy_ZIP=-2.86, Synergy_Bliss=-4.32, Synergy_Loewe=-15.2, Synergy_HSA=-2.67. (5) Drug 1: B(C(CC(C)C)NC(=O)C(CC1=CC=CC=C1)NC(=O)C2=NC=CN=C2)(O)O. Drug 2: CC1C(C(CC(O1)OC2CC(CC3=C2C(=C4C(=C3O)C(=O)C5=C(C4=O)C(=CC=C5)OC)O)(C(=O)CO)O)N)O.Cl. Cell line: CCRF-CEM. Synergy scores: CSS=53.8, Synergy_ZIP=-7.59, Synergy_Bliss=-9.36, Synergy_Loewe=-2.47, Synergy_HSA=-0.908.